Task: Predict which catalyst facilitates the given reaction.. Dataset: Catalyst prediction with 721,799 reactions and 888 catalyst types from USPTO (1) Reactant: [CH3:1][O:2][C:3]1[CH:4]=[C:5]2[CH2:14][CH:13]([CH2:15][CH:16]3[CH2:21][CH2:20][N:19]([CH2:22][C:23]4[CH:24]=[CH:25][CH:26]=[CH:27][CH:28]=4)[CH2:18][CH2:17]3)[C:11](=[O:12])[C:6]2=[CH:7][C:8]=1[O:9][CH3:10].[C:29]([OH:36])(=[O:35])/[CH:30]=[CH:31]/[C:32]([OH:34])=[O:33]. Product: [CH3:1][O:2][C:3]1[CH:4]=[C:5]2[CH2:14][CH:13]([CH2:15][CH:16]3[CH2:17][CH2:18][N:19]([CH2:22][C:23]4[CH:28]=[CH:27][CH:26]=[CH:25][CH:24]=4)[CH2:20][CH2:21]3)[C:11](=[O:12])[C:6]2=[CH:7][C:8]=1[O:9][CH3:10].[C:29]([O-:36])(=[O:35])/[CH:30]=[CH:31]/[C:32]([O-:34])=[O:33]. The catalyst class is: 41. (2) Reactant: [CH3:1][NH:2][CH2:3][C:4]1[CH:9]=[CH:8][C:7]([CH2:10][CH2:11][OH:12])=[CH:6][CH:5]=1.[C:13](=[O:24])([O:19][C:20]([CH3:23])([CH3:22])[CH3:21])OC(C)(C)C.O. Product: [C:20]([O:19][C:13](=[O:24])[N:2]([CH2:3][C:4]1[CH:9]=[CH:8][C:7]([CH2:10][CH2:11][OH:12])=[CH:6][CH:5]=1)[CH3:1])([CH3:21])([CH3:22])[CH3:23]. The catalyst class is: 2. (3) Reactant: [N+:1]([C:4]1[CH:5]=[CH:6][C:7]2[O:11][C:10](=[S:12])[NH:9][C:8]=2[CH:13]=1)([O-:3])=[O:2].C(N(CC)CC)C.Br[CH2:22][C:23]1[CH:28]=[CH:27][C:26]([Cl:29])=[CH:25][CH:24]=1. Product: [Cl:29][C:26]1[CH:27]=[CH:28][C:23]([CH2:22][S:12][C:10]2[O:11][C:7]3[CH:6]=[CH:5][C:4]([N+:1]([O-:3])=[O:2])=[CH:13][C:8]=3[N:9]=2)=[CH:24][CH:25]=1. The catalyst class is: 789.